This data is from Full USPTO retrosynthesis dataset with 1.9M reactions from patents (1976-2016). The task is: Predict the reactants needed to synthesize the given product. (1) The reactants are: Br[C:2]1[C:14]2[C:13]3[C:8](=[CH:9][C:10]([CH2:15][O:16][CH3:17])=[CH:11][CH:12]=3)[NH:7][C:6]=2[C:5]([C:18]([NH2:20])=[O:19])=[CH:4][CH:3]=1.[F:21][C:22]1[C:31]2[N:26]([C:27](=[O:49])[N:28]([C:33]3[CH:38]=[CH:37][CH:36]=[C:35](B4OC(C)(C)C(C)(C)O4)[C:34]=3[CH3:48])[C:29](=[O:32])[CH:30]=2)[CH:25]=[CH:24][CH:23]=1.C([O-])([O-])=O.[Cs+].[Cs+]. Given the product [F:21][C:22]1[C:31]2[N:26]([C:27](=[O:49])[N:28]([C:33]3[C:34]([CH3:48])=[C:35]([C:2]4[C:14]5[C:13]6[C:8](=[CH:9][C:10]([CH2:15][O:16][CH3:17])=[CH:11][CH:12]=6)[NH:7][C:6]=5[C:5]([C:18]([NH2:20])=[O:19])=[CH:4][CH:3]=4)[CH:36]=[CH:37][CH:38]=3)[C:29](=[O:32])[CH:30]=2)[CH:25]=[CH:24][CH:23]=1, predict the reactants needed to synthesize it. (2) Given the product [O:14]1[C:10]2[CH:9]=[CH:8][C:7]([CH2:6][C@H:5]([NH:16][C:17]([O:19][C:20]([CH3:23])([CH3:22])[CH3:21])=[O:18])[C:4]([OH:24])=[O:3])=[CH:15][C:11]=2[N:12]=[CH:13]1, predict the reactants needed to synthesize it. The reactants are: C([O:3][C:4](=[O:24])[C@@H:5]([NH:16][C:17]([O:19][C:20]([CH3:23])([CH3:22])[CH3:21])=[O:18])[CH2:6][C:7]1[CH:8]=[CH:9][C:10]2[O:14][CH:13]=[N:12][C:11]=2[CH:15]=1)C.O.O.[OH-].[Li+]. (3) Given the product [N:8]1[O:9][N:10]=[C:11]2[C:16]([CH:17]3[C:11]([C:12]#[N:8])=[C:16]([CH:4]4[CH2:1][CH2:2]4)[NH:19][C:20]4=[N:21][NH:22][CH:23]=[C:24]34)=[CH:15][CH:14]=[CH:13][C:12]=12, predict the reactants needed to synthesize it. The reactants are: [CH:1]1([C:4](OC)=O)C[CH2:2]1.[N:8]1[O:9][N:10]=[C:11]2[C:16]([CH:17]=O)=[CH:15][CH:14]=[CH:13][C:12]=12.[NH2:19][C:20]1[CH:24]=[CH:23][NH:22][N:21]=1. (4) Given the product [S:1]1[C:5]2[CH:6]=[CH:7][CH:8]=[CH:9][C:4]=2[N:3]=[C:2]1[C:10]1[C:15](=[O:16])[NH:14][C:13]([S:18][CH3:19])=[N:12][C:11]=1[NH:20][C@H:21]1[C@H:25]2[C@H:24]([O:28][C:27]([CH3:30])([CH3:29])[O:26]2)[C@@H:23]([CH2:31][OH:32])[CH2:22]1, predict the reactants needed to synthesize it. The reactants are: [S:1]1[C:5]2[CH:6]=[CH:7][CH:8]=[CH:9][C:4]=2[N:3]=[C:2]1[C:10]1[C:11]([NH:20][C@H:21]2[C@@H:25]3[O:26][C:27]([CH3:30])([CH3:29])[O:28][C@@H:24]3[C@@H:23]([CH2:31][OH:32])[CH2:22]2)=[N:12][C:13]([S:18][CH3:19])=[N:14][C:15]=1[O:16]C.C(=O)([O-])[O-].[K+].[K+].C1(S)C=CC=CC=1.